From a dataset of Forward reaction prediction with 1.9M reactions from USPTO patents (1976-2016). Predict the product of the given reaction. Given the reactants [F:1][C:2]([F:13])([F:12])[C:3]1[CH:4]=[CH:5][C:6]2[O:10][CH:9]=[CH:8][C:7]=2[CH:11]=1.CN(C)CCN(C)C.[Li]CCCC.[B:27](OC(C)C)([O:32]C(C)C)[O:28]C(C)C, predict the reaction product. The product is: [F:13][C:2]([F:1])([F:12])[C:3]1[CH:4]=[CH:5][C:6]2[O:10][C:9]([B:27]([OH:32])[OH:28])=[CH:8][C:7]=2[CH:11]=1.